From a dataset of Full USPTO retrosynthesis dataset with 1.9M reactions from patents (1976-2016). Predict the reactants needed to synthesize the given product. (1) Given the product [CH3:19][N:18]1[C:17]2[CH:20]=[CH:21][CH:22]=[CH:23][C:16]=2[N:15]=[C:14]1[NH:13][C:1]([N:45]1[CH2:46][CH2:47][CH:42]([N:41]([CH2:48][C:49]2[C:54]([CH3:55])=[CH:53][CH:52]=[CH:51][N:50]=2)[CH2:40][C:35]2[C:34]([CH3:33])=[CH:39][CH:38]=[CH:37][N:36]=2)[CH2:43][CH2:44]1)=[O:2], predict the reactants needed to synthesize it. The reactants are: [C:1](N1C=CN=C1)(N1C=CN=C1)=[O:2].[NH2:13][C:14]1[N:18]([CH3:19])[C:17]2[CH:20]=[CH:21][CH:22]=[CH:23][C:16]=2[N:15]=1.CCN(C(C)C)C(C)C.[CH3:33][C:34]1[C:35]([CH2:40][N:41]([CH2:48][C:49]2[C:54]([CH3:55])=[CH:53][CH:52]=[CH:51][N:50]=2)[CH:42]2[CH2:47][CH2:46][NH:45][CH2:44][CH2:43]2)=[N:36][CH:37]=[CH:38][CH:39]=1. (2) Given the product [O:31]1[CH2:32][CH2:33][N:28]([C:26]2[CH:27]=[C:22]([C:16]3[CH:15]=[CH:14][CH:13]=[C:12]4[C:17]=3[S:18][C:19]3[CH:20]=[CH:21][C:8]([NH:7][C:5](=[O:6])[CH:4]([N:43]5[CH2:47][CH2:46][CH2:45][CH2:44]5)[CH2:35][CH3:36])=[CH:9][C:10]=3[S:11]4)[NH:23][C:24](=[O:34])[CH:25]=2)[CH2:29][CH2:30]1, predict the reactants needed to synthesize it. The reactants are: [I-].[Na+].Br[CH:4]([CH2:35][CH3:36])[C:5]([NH:7][C:8]1[CH:21]=[CH:20][C:19]2[S:18][C:17]3[C:12](=[CH:13][CH:14]=[CH:15][C:16]=3[C:22]3[NH:23][C:24](=[O:34])[CH:25]=[C:26]([N:28]4[CH2:33][CH2:32][O:31][CH2:30][CH2:29]4)[CH:27]=3)[S:11][C:10]=2[CH:9]=1)=[O:6].C(OCC)(=O)C.[NH:43]1[CH2:47][CH2:46][CH2:45][CH2:44]1. (3) Given the product [CH:1]1([C:4]2[CH:5]=[C:6]([CH2:7][N:8]3[CH2:11][C:10]4([CH2:15][C:14]([N:16]5[CH2:21][CH2:20][C:19]([CH3:27])([C:22]([O:24][CH2:25][CH3:26])=[O:23])[CH2:18][CH2:17]5)=[N:13][O:12]4)[CH2:9]3)[CH:28]=[C:29]([O:32][CH2:33][CH3:34])[C:30]=2[C:39]2[CH:38]=[CH:37][C:36]([F:35])=[CH:41][C:40]=2[F:42])[CH2:3][CH2:2]1, predict the reactants needed to synthesize it. The reactants are: [CH:1]1([C:4]2[CH:5]=[C:6]([CH:28]=[C:29]([O:32][CH2:33][CH3:34])[C:30]=2I)[CH2:7][N:8]2[CH2:11][C:10]3([CH2:15][C:14]([N:16]4[CH2:21][CH2:20][C:19]([CH3:27])([C:22]([O:24][CH2:25][CH3:26])=[O:23])[CH2:18][CH2:17]4)=[N:13][O:12]3)[CH2:9]2)[CH2:3][CH2:2]1.[F:35][C:36]1[CH:41]=[C:40]([F:42])[CH:39]=[CH:38][C:37]=1B(O)O.[F-].[Cs+].COCCOC. (4) The reactants are: C(O)C.[NH2:4][OH:5].C[O:7][C:8](=O)[CH:9]([N:14]([CH3:39])[C:15]([C:17]1[CH:22]=[CH:21][C:20]([C:23]2[CH:28]=[CH:27][C:26]([O:29][CH2:30][CH2:31][CH2:32][N:33]3[CH2:38][CH2:37][O:36][CH2:35][CH2:34]3)=[CH:25][CH:24]=2)=[CH:19][CH:18]=1)=[O:16])[C:10]([NH:12][CH3:13])=[O:11]. Given the product [OH:5][NH:4][C:8](=[O:7])[CH:9]([N:14]([CH3:39])[C:15]([C:17]1[CH:22]=[CH:21][C:20]([C:23]2[CH:28]=[CH:27][C:26]([O:29][CH2:30][CH2:31][CH2:32][N:33]3[CH2:34][CH2:35][O:36][CH2:37][CH2:38]3)=[CH:25][CH:24]=2)=[CH:19][CH:18]=1)=[O:16])[C:10]([NH:12][CH3:13])=[O:11], predict the reactants needed to synthesize it.